Dataset: Forward reaction prediction with 1.9M reactions from USPTO patents (1976-2016). Task: Predict the product of the given reaction. (1) Given the reactants [CH2:1]([O:7][C:8]1[CH:13]=[CH:12][C:11]([C:14]2[CH:15]=[C:16]([CH:19]=[O:20])[S:17][CH:18]=2)=[CH:10][CH:9]=1)[CH2:2][CH2:3][CH2:4][CH2:5][CH3:6].C([OH:23])C.[OH-].[Na+], predict the reaction product. The product is: [CH2:1]([O:7][C:8]1[CH:13]=[CH:12][C:11]([C:14]2[CH:15]=[C:16]([C:19]([OH:23])=[O:20])[S:17][CH:18]=2)=[CH:10][CH:9]=1)[CH2:2][CH2:3][CH2:4][CH2:5][CH3:6]. (2) Given the reactants C[O:2][C:3]1[CH:20]=[CH:19][C:18]2[C:17]3[C:8](=[C:9]4[C:14](=[CH:15][CH:16]=3)[CH:13]=[C:12]([O:21]C)[CH:11]=[CH:10]4)[CH:7]=[CH:6][C:5]=2[CH:4]=1.C(Cl)Cl.B(Br)(Br)Br, predict the reaction product. The product is: [CH:4]1[C:5]2[CH:6]=[CH:7][C:8]3[C:17](=[CH:16][CH:15]=[C:14]4[C:9]=3[CH:10]=[CH:11][C:12]([OH:21])=[CH:13]4)[C:18]=2[CH:19]=[CH:20][C:3]=1[OH:2]. (3) The product is: [CH2:46]([O:45][C:43](=[O:44])[CH2:42][O:1][CH:2]1[CH2:7][CH2:6][CH:5]([N:8]2[C:13](=[O:14])[C:12]([CH2:15][C:16]3[CH:17]=[CH:18][C:19]([C:22]4[CH:27]=[CH:26][CH:25]=[CH:24][C:23]=4[C:28]#[N:29])=[CH:20][CH:21]=3)=[C:11]([CH2:30][CH2:31][CH3:32])[N:10]3[N:33]=[C:34]([C:36]([F:38])([F:39])[F:37])[N:35]=[C:9]23)[CH2:4][CH2:3]1)[CH3:47]. Given the reactants [OH:1][CH:2]1[CH2:7][CH2:6][CH:5]([N:8]2[C:13](=[O:14])[C:12]([CH2:15][C:16]3[CH:21]=[CH:20][C:19]([C:22]4[C:23]([C:28]#[N:29])=[CH:24][CH:25]=[CH:26][CH:27]=4)=[CH:18][CH:17]=3)=[C:11]([CH2:30][CH2:31][CH3:32])[N:10]3[N:33]=[C:34]([C:36]([F:39])([F:38])[F:37])[N:35]=[C:9]23)[CH2:4][CH2:3]1.[N+](=[CH:42][C:43]([O:45][CH2:46][CH3:47])=[O:44])=[N-], predict the reaction product.